Binary Classification. Given a miRNA mature sequence and a target amino acid sequence, predict their likelihood of interaction. From a dataset of Experimentally validated miRNA-target interactions with 360,000+ pairs, plus equal number of negative samples. (1) The miRNA is mmu-miR-31-5p with sequence AGGCAAGAUGCUGGCAUAGCUG. The protein sequence of the target gene is MAPRKRGGRGISFIFCCFRNNDHPEITYRLRNDSNFALQTMEPALPMPPVEELDVMFSELVDELDLTDKHREAMFALPAEKKWQIYCSKKKDQEENKGATSWPEFYIDQLNSMAARKSLLALEKEEEEERSKTIESLKTALRTKPMRFVTRFIDLDGLSCILNFLKTMDYETSESRIHTSLIGCIKALMNNSQGRAHVLAHSESINVIAQSLSTENIKTKVAVLEILGAVCLVPGGHKKVLQAMLHYQKYASERTRFQTLINDLDKSTGRYRDEVSLKTAIMSFINAVLSQGAGVESLDF.... Result: 0 (no interaction). (2) The miRNA is hsa-miR-215-3p with sequence UCUGUCAUUUCUUUAGGCCAAUA. The protein sequence of the target gene is MNKLYIGNLSENAAPSDLESIFKDAKIPVSGPFLVKTGYAFVDCPDESWALKAIEALSGKIELHGKPIEVEHSVPKRQRIRKLQIRNIPPHLQWEVLDSLLVQYGVVESCEQVNTDSETAVVNVTYSSKDQARQALDKLNGFQLENFTLKVAYIPDEMAAQQNPLQQPRGRRGLGQRGSSRQGSPGSVSKQKPCDLPLRLLVPTQFVGAIIGKEGATIRNITKQTQSKIDVHRKENAGAAEKSITILSTPEGTSAACKSILEIMHKEAQDIKFTEEIPLKILAHNNFVGRLIGKEGRNLK.... Result: 0 (no interaction). (3) The miRNA is mmu-miR-105 with sequence CCAAGUGCUCAGAUGCUUGUGGU. The protein sequence of the target gene is MAAPGARGASLSGLLPAQTSLEYALLDAVTQQEKDELVYQYLQKVDGWEQDLAVPEFPEGLEWLNTEEPLSIYKDLCGKVVVLDFFTYCCINCIHVLPDLHALERRFSDKDGLLIVGVHSAKFPNEKVLDNIKSAVLRYNITHPVVNDADASLWQELEVSCWPTLVILGPRGNLLFSLIGEGHRDKLFSYTSIALKYYKDRGQIRDGKIGIKLFKESLPPSPLLFPGKVAVDHATGRLVVADTGHHRILVIQKNGRIQSSIGGPNPGRKDGMFSESSFNSPQGVAIADNVIYVADTENHL.... Result: 1 (interaction). (4) The miRNA is hsa-miR-488-3p with sequence UUGAAAGGCUAUUUCUUGGUC. The protein sequence of the target gene is MPRRKQQAPRRSAAYVPEEELKAAEIDEEHVEDDGLSLDIQESEYMCNEETEIKEAQSYQNSPVSSATNQDAGYGSPFSESSDQLAHFKGSSSREEKEDPQCPDSVSYPQDSLAQIKAVYANLFSESCWSSLALDLKKSGSTTSTNDASQKESSAPTPTPPTCPVSTTGPTTSTPSTSCSSSTSHSSTTSTSSSSGYDWHQAALAKTLQQTSSYGLLPEPSLFSTVQLYRQNNKLYGSVFTGASKFRCKDCSAAYDTLVELTVHMNETGHYRDDNRDKDSEKTKRWSKPRKRSLMEMEGK.... Result: 1 (interaction).